From a dataset of Forward reaction prediction with 1.9M reactions from USPTO patents (1976-2016). Predict the product of the given reaction. (1) Given the reactants BrC1C=C(C=C(S(ONC)(=O)=O)C=1)C#N.[CH3:16][NH:17][O:18][S:19]([C:22]1[CH:23]=[C:24]([CH:27]=[C:28]([C:30]([CH3:32])=[CH2:31])[CH:29]=1)[C:25]#[N:26])(=[O:21])=[O:20].C(CC(N)=O)(C)=C, predict the reaction product. The product is: [CH3:16][NH:17][O:18][S:19]([C:22]1[CH:23]=[C:24]([CH:27]=[C:28]([C:30]([CH3:32])=[CH2:31])[CH:29]=1)[C:25]#[N:26])(=[O:21])=[O:20].[CH:30]([C:28]1[CH:27]=[C:24]([CH:23]=[C:22]([S:19]([O:18][NH:17][CH3:16])(=[O:21])=[O:20])[CH:29]=1)[C:25]#[N:26])([CH3:32])[CH3:31]. (2) Given the reactants [NH:1]1[CH:5]=[C:4]([C:6]2[CH:7]=[C:8]([CH:10]=[CH:11][CH:12]=2)[NH2:9])[CH:3]=[N:2]1.[Cl:13][C:14]1[CH:19]=[CH:18][C:17]([NH:20][C:21](=[O:28])[CH2:22][O:23][CH2:24][C:25](O)=[O:26])=[C:16]([C:29]([O:31]C)=[O:30])[CH:15]=1, predict the reaction product. The product is: [Cl:13][C:14]1[CH:19]=[CH:18][C:17]([NH:20][C:21](=[O:28])[CH2:22][O:23][CH2:24][C:25](=[O:26])[NH:9][C:8]2[CH:10]=[CH:11][CH:12]=[C:6]([C:4]3[CH:5]=[N:1][NH:2][CH:3]=3)[CH:7]=2)=[C:16]([CH:15]=1)[C:29]([OH:31])=[O:30]. (3) Given the reactants ClC1N(CC2C=CC=CC=2C#N)C(=O)NC(=O)C=1.[Br:19][C:20]1[CH:27]=[CH:26][CH:25]=[CH:24][C:21]=1[CH2:22]Br.C(O)(=O)C1C=CC=CC=1.[NH2:37][CH:38]1[CH2:43][CH2:42][CH2:41][N:40]([C:44]2[N:49](CC3C=CC=CC=3C#N)[C:48](=[O:59])[N:47](C)[C:46](=[O:61])[CH:45]=2)[CH2:39]1, predict the reaction product. The product is: [NH2:37][C@@H:38]1[CH2:43][CH2:42][CH2:41][N:40]([C:44]2[N:49]([CH2:22][C:21]3[CH:24]=[CH:25][CH:26]=[CH:27][C:20]=3[Br:19])[C:48](=[O:59])[NH:47][C:46](=[O:61])[CH:45]=2)[CH2:39]1. (4) Given the reactants Cl[C:2]1[C:11]([CH3:12])=[C:10]([Cl:13])[C:9]2[C:4](=[C:5]([Cl:15])[CH:6]=[CH:7][C:8]=2[F:14])[N:3]=1.C([Sn](CCCC)(CCCC)[C:21]1[CH:26]=[CH:25][CH:24]=[CH:23][N:22]=1)CCC, predict the reaction product. The product is: [Cl:13][C:10]1[C:9]2[C:4](=[C:5]([Cl:15])[CH:6]=[CH:7][C:8]=2[F:14])[N:3]=[C:2]([C:21]2[CH:26]=[CH:25][CH:24]=[CH:23][N:22]=2)[C:11]=1[CH3:12]. (5) Given the reactants [CH2:1]([C@H:4]1[CH2:10][N:9]([CH:11]2[CH2:15][CH2:14][CH2:13][CH2:12]2)[C:8]2[N:16]=[C:17]([NH:20][C:21]3[CH:29]=[CH:28][C:24]([C:25](O)=[O:26])=[CH:23][C:22]=3[O:30][CH3:31])[N:18]=[CH:19][C:7]=2[N:6]([CH3:32])[C:5]1=[O:33])[CH:2]=[CH2:3].[NH2:34][C@H:35]1[CH2:40][CH2:39][CH2:38][N:37](C(OC(C)(C)C)=O)[CH2:36]1, predict the reaction product. The product is: [CH2:1]([C@H:4]1[CH2:10][N:9]([CH:11]2[CH2:15][CH2:14][CH2:13][CH2:12]2)[C:8]2[N:16]=[C:17]([NH:20][C:21]3[CH:29]=[CH:28][C:24]([C:25]([NH:34][C@H:35]4[CH2:40][CH2:39][CH2:38][NH:37][CH2:36]4)=[O:26])=[CH:23][C:22]=3[O:30][CH3:31])[N:18]=[CH:19][C:7]=2[N:6]([CH3:32])[C:5]1=[O:33])[CH:2]=[CH2:3]. (6) The product is: [CH2:34]([O:36][C:37]([C:39]1[NH:40][C:41]2[C:46]([CH:47]=1)=[CH:45][C:44]([NH:48][C:22]([C:18]1[CH:19]=[C:20]3[C:15](=[CH:16][CH:17]=1)[NH:14][C:13]([C:11](=[O:12])[NH:10][C:6]1[CH:7]=[C:50]4[C:2](=[CH:4][CH:5]=1)[NH:53][C:52]([C:56]([O:58][CH2:59][CH3:60])=[O:57])=[CH:51]4)=[CH:21]3)=[O:23])=[CH:43][CH:42]=2)=[O:38])[CH3:35]. Given the reactants O[C:2]([C:4]1N(C)[CH:7]=[C:6]([NH:10][C:11]([C:13]2[NH:14][C:15]3[C:20]([CH:21]=2)=[CH:19][C:18]([C:22](NC2C=C(C(O)=O)N(C)C=2)=[O:23])=[CH:17][CH:16]=3)=[O:12])[CH:5]=1)=O.[CH2:34]([O:36][C:37]([C:39]1[NH:40][C:41]2[C:46]([CH:47]=1)=[CH:45][C:44]([NH2:48])=[CH:43][CH:42]=2)=[O:38])[CH3:35].N[C:50]1[CH:51]=[C:52]([C:56]([O:58][CH3:59])=[O:57])[N:53](C)C=1.[CH3:60]N(C=O)C, predict the reaction product. (7) Given the reactants [I:1][C:2]1[CH:7]=[CH:6][C:5](/[C:8](/[C:12]2[CH:13]=[N:14][C:15]([C:18]3[CH:23]=[CH:22][CH:21]=[CH:20][CH:19]=3)=[CH:16][CH:17]=2)=[CH:9]\[CH2:10][OH:11])=[CH:4][CH:3]=1.[CH3:24][C:25]1[CH:35]=[C:34](OC/C=C(/C2C=CC(C#CCN3CCOCC3)=CC=2)\C2C=CC=CC=2)[CH:33]=[CH:32][C:26]=1[O:27][CH2:28][C:29]([OH:31])=[O:30].[C:61]1(P(C2C=CC=CC=2)C2C=CC=CC=2)C=CC=CC=1.N(C(OC(C)C)=O)=NC(OC(C)C)=O, predict the reaction product. The product is: [I:1][C:2]1[CH:7]=[CH:6][C:5](/[C:8](/[C:12]2[CH:13]=[N:14][C:15]([C:18]3[CH:23]=[CH:22][CH:21]=[CH:20][CH:19]=3)=[CH:16][CH:17]=2)=[CH:9]\[CH2:10][O:11][C:34]2[CH:33]=[CH:32][C:26]([O:27][CH2:28][C:29]([O:31][CH3:61])=[O:30])=[C:25]([CH3:24])[CH:35]=2)=[CH:4][CH:3]=1.